This data is from Reaction yield outcomes from USPTO patents with 853,638 reactions. The task is: Predict the reaction yield, written as a fraction of the theoretical maximum amount of product (1.0 means a 100% yield; for example, 0.34 means a 34% yield). (1) The catalyst is ClCCl. The yield is 0.810. The reactants are C1(P(=O)(C2C=CC=CC=2)C2C=CC=CC=2)C=CC=CC=1.FC(F)(F)S(OS(C(F)(F)F)(=O)=O)(=O)=O.[N+:36]([C:39]1[CH:40]=[CH:41][CH:42]=[C:43]2[C:47]=1[NH:46][C:45]([C:48]([NH:50][CH2:51][CH2:52][S:53]C(C1C=CC=CC=1)(C1C=CC=CC=1)C1C=CC=CC=1)=O)=[CH:44]2)([O-:38])=[O:37]. The product is [S:53]1[CH2:52][CH2:51][N:50]=[C:48]1[C:45]1[NH:46][C:47]2[C:43]([CH:44]=1)=[CH:42][CH:41]=[CH:40][C:39]=2[N+:36]([O-:38])=[O:37]. (2) The reactants are [Cl:1][C:2]1[CH:7]=[CH:6][C:5]([N:8]2[C:12]([C:13]3[CH:18]=[CH:17][C:16]([CH3:19])=[CH:15][CH:14]=3)=[CH:11][C:10]([C:20]3([OH:30])[CH2:29][CH2:28][C:23]4(OCC[O:24]4)[CH2:22][CH2:21]3)=[N:9]2)=[CH:4][CH:3]=1.C(=O)([O-])O.[Na+]. The yield is 0.610. The product is [OH:30][C:20]1([C:10]2[CH:11]=[C:12]([C:13]3[CH:18]=[CH:17][C:16]([CH3:19])=[CH:15][CH:14]=3)[N:8]([C:5]3[CH:4]=[CH:3][C:2]([Cl:1])=[CH:7][CH:6]=3)[N:9]=2)[CH2:21][CH2:22][C:23](=[O:24])[CH2:28][CH2:29]1. The catalyst is O1CCCC1.Cl. (3) The reactants are [C:1]1([C:7]2[N:8]=[C:9]([SH:12])[NH:10][CH:11]=2)[CH:6]=[CH:5][CH:4]=[CH:3][CH:2]=1.[Cl:13][CH:14]1[CH2:19][CH2:18][CH2:17][CH2:16][C:15]1=O. The product is [ClH:13].[C:1]1([C:7]2[N:8]3[C:9]([S:12][C:14]4[CH2:19][CH2:18][CH2:17][CH2:16][C:15]=43)=[N:10][CH:11]=2)[CH:2]=[CH:3][CH:4]=[CH:5][CH:6]=1. The yield is 0.750. The catalyst is C(O)CCC. (4) The reactants are [O:1]1[CH2:5][CH2:4][N:3]([CH2:6][CH2:7][O:8][C:9]2[CH:28]=[CH:27][C:12]3[CH:13]=[C:14](/[CH:16]=[CH:17]/[C:18]4[CH:23]=[CH:22][C:21]([N:24]([CH3:26])[CH3:25])=[CH:20][CH:19]=4)[O:15][C:11]=3[CH:10]=2)[CH2:2]1.CCOC(C)=O.[ClH:35]. The catalyst is COC. The product is [ClH:35].[O:1]1[CH2:5][CH2:4][N:3]([CH2:6][CH2:7][O:8][C:9]2[CH:28]=[CH:27][C:12]3[CH:13]=[C:14](/[CH:16]=[CH:17]/[C:18]4[CH:19]=[CH:20][C:21]([N:24]([CH3:26])[CH3:25])=[CH:22][CH:23]=4)[O:15][C:11]=3[CH:10]=2)[CH2:2]1. The yield is 1.00.